The task is: Predict which catalyst facilitates the given reaction.. This data is from Catalyst prediction with 721,799 reactions and 888 catalyst types from USPTO. Reactant: [OH:1][C:2]1[CH:3]=[C:4]([S:8]([NH2:11])(=[O:10])=[O:9])[CH:5]=[CH:6][CH:7]=1.Br[CH2:13][CH2:14][CH2:15][CH2:16][CH2:17][CH2:18][CH:19]=[CH2:20].C([O-])([O-])=O.[K+].[K+]. Product: [CH2:20]([O:1][C:2]1[CH:3]=[C:4]([S:8]([NH2:11])(=[O:9])=[O:10])[CH:5]=[CH:6][CH:7]=1)[CH2:19][CH2:18][CH2:17][CH2:16][CH2:15][CH:14]=[CH2:13]. The catalyst class is: 3.